From a dataset of Experimentally validated miRNA-target interactions with 360,000+ pairs, plus equal number of negative samples. Binary Classification. Given a miRNA mature sequence and a target amino acid sequence, predict their likelihood of interaction. (1) The miRNA is hsa-miR-4305 with sequence CCUAGACACCUCCAGUUC. The protein sequence of the target gene is MMQHASPAPALTMMATQNVPPPPYQDSPQMTATAQPPSKAQAVHISAPSATASTPVPSAPIDPQAQLEADKRAVYRHPLFPLLTLLFEKCEQATQGSECITSASFDVDIENFVHQQEQEHKPFFSDDPELDNLMVKAIQVLRIHLLELEKVNELCKDFCNRYITCLKTKMHSDNLLRNDLGGPYSPNQPSINLHSQDLLQNSPNSMSGVSNNPQGIVVPASALQQGNIAMTTVNSQVVSGGALYQPVTMVTSQGQVVTQAIPQGAIQIQNTQVNLDLTSLLDNEDKKSKNKRGVLPKHAT.... Result: 0 (no interaction). (2) The miRNA is hsa-miR-3944-3p with sequence UUCGGGCUGGCCUGCUGCUCCGG. The protein sequence of the target gene is MDALNRNQIGPGCQTQTMVQKGPLDLIETGKGLKVQTDKPHLVSLGSGRLSTAITLLPLEEGRTVIGSAARDISLQGPGLAPEHCYIENLRGTLTLYPCGNACTIDGLPVRQPTRLTQGCMLCLGQSTFLRFNHPAEAKWMKSMIPAGGRAPGPPYSPVPAESESLVNGNHTPQTATRGPSACASHSSLVSSIEKDLQEIMDSLVLEEPGAAGKKPAATSPLSPMANGGRYLLSPPTSPGAMSVGSSYENTSPAFSPLSSPASSGSCASHSPSGQEPGPSVPPLVPARSSSYHLALQPPQ.... Result: 0 (no interaction). (3) The miRNA is hsa-miR-450b-5p with sequence UUUUGCAAUAUGUUCCUGAAUA. The protein sequence of the target gene is MASPRSSGQPGPPPPPPPPPARLLLLLLLPLLLPLAPGAWGWARGAPRPPPSSPPLSIMGLMPLTKEVAKGSIGRGVLPAVELAIEQIRNESLLRPYFLDLRLYDTECDNAKGLKAFYDAIKYGPNHLMVFGGVCPSVTSIIAESLQGWNLVQLSFAATTPVLADKKKYPYFFRTVPSDNAVNPAILKLLKHYQWKRVGTLTQDVQRFSEVRNDLTGVLYGEDIEISDTESFSNDPCTSVKKLKGNDVRIILGQFDQNMAAKVFCCAYEENMYGSKYQWIIPGWYEPSWWEQVHTEANSS.... Result: 1 (interaction). (4) The miRNA is mmu-miR-675-5p with sequence UGGUGCGGAAAGGGCCCACAGU. The protein sequence of the target gene is MGSQHSAAARPSSCRRKQEDDRDGLLAEREQEEAIAQFPYVEFTGRDSITCLTCQGTGYIPTEQVNELVALIPHSDQRLRPQRTKQYVLLSILLCLLASGLVVFFLFPHSVLVDDDGIKVVKVTFNKQDSLVILTIMATLKIRNSNFYTVAVTSLSSQIQYMNTVVSTYVTTNVSLIPPRSEQLVNFTGKAEMGGPFSYVYFFCTVPEILVHNIVIFMRTSVKISYIGLMTQSSLETHHYVDCGGNSTAI. Result: 0 (no interaction). (5) The miRNA is hsa-miR-595 with sequence GAAGUGUGCCGUGGUGUGUCU. The protein sequence of the target gene is MRRAVCFPALCLLLNLHAAGCFSGNNDHFLAINQKKSGKPVFIYKHSQDIEKSLDIAPQKIYRHSYHSSSEAQVSKRHQIVNSAFPRPAYDPSLNLLAMDGQDLEVENLPIPAANVIVVTLQMDVNKLNITLLRIFRQGVAAALGLLPQQVHINRLIGKKNSIELFVSPINRKTGISDALPSEEVLRSLNINVLHQSLSQFGITEVSPEKNVLQGQHEADKIWSKEGFYAVVIFLSIFVIIVTCLMILYRLKERFQLSLRQDKEKNQEIHLSPITLQPALSEAKTVHSMVQPEQAPKVLN.... Result: 0 (no interaction). (6) The miRNA is mmu-miR-216c-5p with sequence GAAGAAUCUCUACAGGUAAGUGU. The protein sequence of the target gene is MKFISTSLLLMLLVSSLSPVQGVLEVYYTSLRCRCVQESSVFIPRRFIDRIQILPRGNGCPRKEIIVWKKNKSIVCVDPQAEWIQRMMEVLRKRSSSTLPVPVFKRKIP. Result: 0 (no interaction). (7) The miRNA is hsa-miR-30c-5p with sequence UGUAAACAUCCUACACUCUCAGC. The protein sequence of the target gene is MPPANPHLNHTGGCTKTEEEEAASSEEDSGSFHGSGVCKWFNVRMGFGFLSMTHREGICLDSPVDVFVHQSKLHMEGFRSLKEGEAVEFTFKRSSKGLESLQVTGPGGAPCVGSEKKPKGTQKRRSKGDRCFNCGGPNHHAKECQLPPQPKKCHFCQSISHMVANCPIKAQQLSPGSQGKSTTSTGEEEDMSHTPLLPESTD. Result: 0 (no interaction).